This data is from Full USPTO retrosynthesis dataset with 1.9M reactions from patents (1976-2016). The task is: Predict the reactants needed to synthesize the given product. (1) Given the product [CH3:12][C:2]([C:13]1[CH:18]=[CH:17][C:16]([NH2:19])=[CH:15][CH:14]=1)([CH3:1])[CH2:3][NH:4][C:5](=[O:11])[O:6][C:7]([CH3:8])([CH3:9])[CH3:10], predict the reactants needed to synthesize it. The reactants are: [CH3:1][C:2]([C:13]1[CH:18]=[CH:17][C:16]([N+:19]([O-])=O)=[CH:15][CH:14]=1)([CH3:12])[CH2:3][NH:4][C:5](=[O:11])[O:6][C:7]([CH3:10])([CH3:9])[CH3:8].C([O-])=O.[NH4+]. (2) Given the product [Cl:17][C:12]1[CH:11]=[C:10]([CH:9]2[O:8][CH2:7][CH2:6][N:5]([C:18]([O:20][C:21]([CH3:24])([CH3:23])[CH3:22])=[O:19])[CH2:4][CH:3]2[CH2:2][NH:1][S:33]([CH3:32])(=[O:35])=[O:34])[CH:15]=[CH:14][C:13]=1[Cl:16], predict the reactants needed to synthesize it. The reactants are: [NH2:1][CH2:2][CH:3]1[CH:9]([C:10]2[CH:15]=[CH:14][C:13]([Cl:16])=[C:12]([Cl:17])[CH:11]=2)[O:8][CH2:7][CH2:6][N:5]([C:18]([O:20][C:21]([CH3:24])([CH3:23])[CH3:22])=[O:19])[CH2:4]1.C(N(CC)CC)C.[CH3:32][S:33](Cl)(=[O:35])=[O:34].